This data is from Catalyst prediction with 721,799 reactions and 888 catalyst types from USPTO. The task is: Predict which catalyst facilitates the given reaction. (1) Reactant: C(CC([C:10]1[CH:11]=[N:12][C:13]([O:16][CH3:17])=[N:14][CH:15]=1)CC(O)=O)(O)=O.F[C:19](F)(F)[C:20]([O:22][C:23](=[O:28])[C:24](F)(F)F)=[O:21].[CH3:31]CCCCCC. Product: [CH3:17][O:16][C:13]1[N:14]=[CH:15][C:10]([CH:24]2[C:23](=[O:28])[O:22][C:20](=[O:21])[CH2:19][CH2:31]2)=[CH:11][N:12]=1. The catalyst class is: 1. (2) Reactant: [Sb](F)(F)F.FC([SiH](F)[CH:9]([SiH:11]([CH:13]([F:15])[F:14])F)[CH3:10])F. Product: [F:14][CH:13]([SiH2:11][CH2:10][CH2:9][SiH2:11][CH:13]([F:14])[F:15])[F:15]. The catalyst class is: 6. (3) Reactant: C1(P(C2C=CC=CC=2)C2C=CC=CC=2)C=CC=CC=1.[I:20]I.O[CH2:23][C:24]#[C:25][CH2:26][O:27][CH2:28][C:29]#[N:30].N1C=CN=C1. Product: [I:20][CH2:23][C:24]#[C:25][CH2:26][O:27][CH2:28][C:29]#[N:30]. The catalyst class is: 2. (4) Reactant: Br[CH2:2][CH2:3][CH2:4][O:5][C:6]1[CH:11]=[CH:10][C:9]([C:12]2[C:13]3[CH:20]=[CH:19][CH:18]=[CH:17][C:14]=3[S:15][CH:16]=2)=[CH:8][CH:7]=1.C(=O)([O-])[O-].[K+].[NH2:26][CH:27]1[C:35]2[C:30](=[CH:31][CH:32]=[CH:33][CH:34]=2)[CH2:29][CH2:28]1.[K+].C(#N)C.CO. Product: [S:15]1[CH:16]=[C:12]([C:9]2[CH:10]=[CH:11][C:6]([O:5][CH2:4][CH2:3][CH2:2][NH:26][CH:27]3[C:35]4[C:30](=[CH:31][CH:32]=[CH:33][CH:34]=4)[CH2:29][CH2:28]3)=[CH:7][CH:8]=2)[C:13]2[CH:20]=[CH:19][CH:18]=[CH:17][C:14]1=2. The catalyst class is: 13. (5) Reactant: [Br:1][C:2]1[CH:3]=[C:4]2[C:9](=[CH:10][CH:11]=1)[N:8]=[C:7]([CH3:12])[C:6]([C:13](O)=[O:14])=[C:5]2[C:16]1[CH:21]=[CH:20][C:19]([F:22])=[CH:18][CH:17]=1.CN(C(ON1N=[N:38][C:33]2C=[CH:35][CH:36]=[CH:37][C:32]1=2)=[N+](C)C)C.[B-](F)(F)(F)F.CCN(C(C)C)C(C)C.N1CCCCC1.Cl. Product: [Br:1][C:2]1[CH:3]=[C:4]2[C:9](=[CH:10][CH:11]=1)[N:8]=[C:7]([CH3:12])[C:6]([C:13]([N:38]1[CH2:35][CH2:36][CH2:37][CH2:32][CH2:33]1)=[O:14])=[C:5]2[C:16]1[CH:17]=[CH:18][C:19]([F:22])=[CH:20][CH:21]=1. The catalyst class is: 3. (6) Reactant: I[C:2]1[CH:3]=[CH:4][C:5]([NH:8][C:9]([NH:11][CH2:12][C:13]2[CH:18]=[CH:17][CH:16]=[CH:15][C:14]=2[O:19][CH3:20])=[NH:10])=[N:6][CH:7]=1.[Br-].[CH2:22]([Zn+])[C:23]1[CH:28]=[CH:27][CH:26]=[CH:25][CH:24]=1.[O:30]1CCCC1. Product: [C:14]([OH:19])(=[O:30])[CH3:15].[CH2:22]([C:2]1[CH:3]=[CH:4][C:5]([NH:8][C:9]([NH:11][CH2:12][C:13]2[CH:18]=[CH:17][CH:16]=[CH:15][C:14]=2[O:19][CH3:20])=[NH:10])=[N:6][CH:7]=1)[C:23]1[CH:28]=[CH:27][CH:26]=[CH:25][CH:24]=1. The catalyst class is: 462. (7) Reactant: [Cl-].[CH:2]([C:5]1[CH:10]=[CH:9][CH:8]=[C:7]([CH:11]([CH3:13])[CH3:12])[C:6]=1[N:14]1[CH2:18][CH2:17]N(C2C(C(C)C)=CC=CC=2C(C)C)C1)([CH3:4])[CH3:3].CC(C)([O-])C.[K+].Cl[C:38]1[CH:43]=[CH:42]C=C[C:39]=1[C:44]#[C:45][C:46]1[CH:51]=[CH:50][CH:49]=[CH:48][N:47]=1.C(C1C=CC=C(C(C)C)C=1N)(C)C. Product: [CH:2]([C:5]1[CH:10]=[CH:9][CH:8]=[C:7]([CH:11]([CH3:13])[CH3:12])[C:6]=1[N:14]1[C:18]2[C:39](=[CH:38][CH:43]=[CH:42][CH:17]=2)[CH:44]=[C:45]1[C:46]1[CH:51]=[CH:50][CH:49]=[CH:48][N:47]=1)([CH3:3])[CH3:4]. The catalyst class is: 164.